Dataset: Full USPTO retrosynthesis dataset with 1.9M reactions from patents (1976-2016). Task: Predict the reactants needed to synthesize the given product. (1) Given the product [CH2:1]([O:5][CH2:6][CH2:7][O:8][C:9]1[CH:14]=[CH:13][C:12]([C:15]2[CH:16]=[CH:17][C:18]3[N:24]([CH2:25][CH2:26][CH3:27])[CH2:23][CH2:22][C:21]([C:29]([NH:31][C:32]4[CH:37]=[CH:36][C:35]([CH2:38][S:39]([C:40]5[CH:45]=[CH:44][CH:43]=[CH:42][N:41]=5)=[O:55])=[CH:34][CH:33]=4)=[O:30])=[CH:20][C:19]=3[CH:46]=2)=[CH:11][CH:10]=1)[CH2:2][CH2:3][CH3:4], predict the reactants needed to synthesize it. The reactants are: [CH2:1]([O:5][CH2:6][CH2:7][O:8][C:9]1[CH:14]=[CH:13][C:12]([C:15]2[CH:16]=[CH:17][C:18]3[N:24]([CH2:25][CH:26](C)[CH3:27])[CH2:23][CH2:22][C:21]([C:29]([NH:31][C:32]4[CH:37]=[CH:36][C:35]([CH2:38][S:39][C:40]5[CH:45]=[CH:44][CH:43]=[CH:42][N:41]=5)=[CH:34][CH:33]=4)=[O:30])=[CH:20][C:19]=3[CH:46]=2)=[CH:11][CH:10]=1)[CH2:2][CH2:3][CH3:4].ClC1C=CC=C(C(OO)=[O:55])C=1.S([O-])([O-])(=O)=S.[Na+].[Na+]. (2) Given the product [C:18]1([S:24][CH:2]2[CH2:7][CH2:6][CH2:5][C:4]([C:8]([O:10][CH3:11])=[O:9])=[CH:3]2)[CH:23]=[CH:22][CH:21]=[CH:20][CH:19]=1, predict the reactants needed to synthesize it. The reactants are: Br[CH:2]1[CH2:7][CH2:6][CH2:5][C:4]([C:8]([O:10][CH3:11])=[O:9])=[CH:3]1.C([O-])([O-])=O.[K+].[K+].[C:18]1([SH:24])[CH:23]=[CH:22][CH:21]=[CH:20][CH:19]=1. (3) Given the product [CH3:20][C:19]1[S:18][C:17]([C:21]2[CH:22]=[CH:23][C:24]([C:27]([OH:29])=[O:28])=[CH:25][CH:26]=2)=[N:16][C:15]=1[O:14][CH2:2][C:3]([NH:13][CH:10]1[CH2:11][CH2:12][CH:7]([CH3:6])[CH2:8][CH2:9]1)=[O:4], predict the reactants needed to synthesize it. The reactants are: Cl[CH2:2][C:3](Cl)=[O:4].[CH3:6][CH:7]1[CH2:12][CH2:11][CH:10]([NH2:13])[CH2:9][CH2:8]1.[OH:14][C:15]1[N:16]=[C:17]([C:21]2[CH:26]=[CH:25][C:24]([C:27]([O:29]C)=[O:28])=[CH:23][CH:22]=2)[S:18][C:19]=1[CH3:20]. (4) Given the product [CH2:26]([N:20]([CH3:21])[C:7]1[C:6]([C:4]([N:3]([O:2][CH3:1])[CH3:22])=[O:5])=[CH:10][N:9]([CH2:11][C:12]2[CH:13]=[CH:14][C:15]([O:18][CH3:19])=[CH:16][CH:17]=2)[N:8]=1)[CH:27]=[CH2:28], predict the reactants needed to synthesize it. The reactants are: [CH3:1][O:2][N:3]([CH3:22])[C:4]([C:6]1[C:7]([NH:20][CH3:21])=[N:8][N:9]([CH2:11][C:12]2[CH:17]=[CH:16][C:15]([O:18][CH3:19])=[CH:14][CH:13]=2)[CH:10]=1)=[O:5].[H-].[Na+].Br[CH2:26][CH:27]=[CH2:28]. (5) Given the product [CH3:19][O:20][C:21](=[O:30])[C:22]1[CH:27]=[CH:26][CH:25]=[CH:24][C:23]=1[CH2:28][S:12][C:10]1[CH:9]=[CH:8][CH:7]=[C:6]2[C:11]=1[N:2]=[CH:3][CH:4]=[CH:5]2, predict the reactants needed to synthesize it. The reactants are: Cl.[N:2]1[C:11]2[C:6](=[CH:7][CH:8]=[CH:9][C:10]=2[SH:12])[CH:5]=[CH:4][CH:3]=1.C(=O)([O-])[O-].[K+].[K+].[CH3:19][O:20][C:21](=[O:30])[C:22]1[CH:27]=[CH:26][CH:25]=[CH:24][C:23]=1[CH2:28]Br.